This data is from Catalyst prediction with 721,799 reactions and 888 catalyst types from USPTO. The task is: Predict which catalyst facilitates the given reaction. (1) Reactant: [Cl:1][C:2]1[CH:19]=[CH:18][C:5]2=[N:6][N:7]([C:9]3[CH:14]=[CH:13][C:12]([N+:15]([O-])=O)=[CH:11][CH:10]=3)[N:8]=[C:4]2[CH:3]=1.[Sn](Cl)Cl. Product: [Cl:1][C:2]1[CH:19]=[CH:18][C:5]2=[N:6][N:7]([C:9]3[CH:10]=[CH:11][C:12]([NH2:15])=[CH:13][CH:14]=3)[N:8]=[C:4]2[CH:3]=1. The catalyst class is: 8. (2) Reactant: [OH:1][CH2:2][C:3]([CH2:8][OH:9])([CH3:7])[C:4]([OH:6])=[O:5].[OH-].[CH2:11]([N+:15]([CH2:24][CH2:25][CH2:26][CH3:27])([CH2:20][CH2:21][CH2:22][CH3:23])[CH2:16][CH2:17][CH2:18][CH3:19])[CH2:12][CH2:13][CH3:14]. Product: [CH2:2]([C:3]([CH2:8][OH:9])([CH3:7])[C:4]([O-:6])=[O:5])[OH:1].[CH2:24]([N+:15]([CH2:11][CH2:12][CH2:13][CH3:14])([CH2:16][CH2:17][CH2:18][CH3:19])[CH2:20][CH2:21][CH2:22][CH3:23])[CH2:25][CH2:26][CH3:27]. The catalyst class is: 666. (3) Reactant: C1(P(C2C=CC=CC=2)C2C=CC=CC=2)C=CC=CC=1.Br[C:21]1[C:33]2[CH2:32][C:31]3[C:26](=[CH:27][CH:28]=[CH:29][CH:30]=3)[C:25]=2[CH:24]=[CH:23][CH:22]=1.[CH:34]([C:36]1[N:37]([C:56]2[N:57]=[C:58]([NH2:64])[NH:59][C:60](=[O:63])[C:61]=2[N:62]=1)[C@@H:38]1[O:55][C@H:49]([CH2:50][O:51][C:52](=[O:54])[CH3:53])[C@@H:44]([O:45][C:46](=[O:48])[CH3:47])[C@H:39]1[O:40][C:41](=[O:43])[CH3:42])=[CH2:35]. Product: [C:21]1([CH:35]=[CH:34][C:36]2[N:37]([C:56]3[N:57]=[C:58]([NH2:64])[NH:59][C:60](=[O:63])[C:61]=3[N:62]=2)[C@@H:38]2[O:55][C@H:49]([CH2:50][O:51][C:52](=[O:54])[CH3:53])[C@@H:44]([O:45][C:46](=[O:48])[CH3:47])[C@H:39]2[O:40][C:41](=[O:43])[CH3:42])[C:33]2[CH2:32][C:31]3[C:26](=[CH:27][CH:28]=[CH:29][CH:30]=3)[C:25]=2[CH:24]=[CH:23][CH:22]=1. The catalyst class is: 3. (4) Reactant: Cl[C:2]1[C:11]2[C:6](=[CH:7][C:8]([O:12][CH3:13])=[CH:9][CH:10]=2)[C:5]([C:14]2[CH:19]=[CH:18][CH:17]=[CH:16][CH:15]=2)=[C:4]([CH3:20])[N:3]=1.[C:21]1([S:27]([OH:29])=[O:28])[CH:26]=[CH:25][CH:24]=[CH:23][CH:22]=1.[Na].O. Product: [CH3:13][O:12][C:8]1[CH:7]=[C:6]2[C:11](=[CH:10][CH:9]=1)[C:2]([S:27]([C:21]1[CH:26]=[CH:25][CH:24]=[CH:23][CH:22]=1)(=[O:29])=[O:28])=[N:3][C:4]([CH3:20])=[C:5]2[C:14]1[CH:19]=[CH:18][CH:17]=[CH:16][CH:15]=1. The catalyst class is: 3. (5) Reactant: [Cl:1][C:2]1[CH:7]=[CH:6][C:5]([C:8]([C:16]2[CH:21]=[CH:20][C:19]([CH2:22][N:23]3[CH2:27][CH2:26][CH2:25][CH2:24]3)=[CH:18][CH:17]=2)([C:10]2[CH:15]=[CH:14][CH:13]=[CH:12][CH:11]=2)O)=[CH:4][CH:3]=1.O=S(Cl)Cl.[H-].[Na+].[NH2:34][C:35]1[C:44]2[C:39](=[CH:40][C:41]([Cl:45])=[CH:42][CH:43]=2)[N:38]=[CH:37][CH:36]=1. Product: [Cl:45][C:41]1[CH:40]=[C:39]2[C:44]([C:35]([NH2:34])=[CH:36][CH2:37][N:38]2[C:8]([C:5]2[CH:6]=[CH:7][C:2]([Cl:1])=[CH:3][CH:4]=2)([C:16]2[CH:21]=[CH:20][C:19]([CH2:22][N:23]3[CH2:27][CH2:26][CH2:25][CH2:24]3)=[CH:18][CH:17]=2)[C:10]2[CH:15]=[CH:14][CH:13]=[CH:12][CH:11]=2)=[CH:43][CH:42]=1. The catalyst class is: 168. (6) Reactant: C([O:3][C:4](=[O:31])[CH2:5][CH:6]1[S:10][C:9]([C:11]2[NH:12][C:13]3[C:18]([CH:19]=2)=[CH:17][C:16]([O:20][C:21]2[CH:22]=[N:23][C:24]([S:27]([CH3:30])(=[O:29])=[O:28])=[CH:25][CH:26]=2)=[CH:15][CH:14]=3)=[N:8][CH2:7]1)C.[OH-].[Na+]. Product: [CH3:30][S:27]([C:24]1[N:23]=[CH:22][C:21]([O:20][C:16]2[CH:17]=[C:18]3[C:13](=[CH:14][CH:15]=2)[NH:12][C:11]([C:9]2[S:10][CH:6]([CH2:5][C:4]([OH:31])=[O:3])[CH2:7][N:8]=2)=[CH:19]3)=[CH:26][CH:25]=1)(=[O:28])=[O:29]. The catalyst class is: 199. (7) Reactant: [Cl:1][C:2]1[CH:7]=[CH:6][C:5]([S:8]([N:11]([CH2:19][C:20]2[CH:33]=[CH:32][C:23]([C:24]([NH:26][CH2:27][CH2:28][N:29]([CH3:31])[CH3:30])=[O:25])=[CH:22][CH:21]=2)[CH:12]2[CH2:17][CH2:16][CH2:15][CH2:14][CH:13]2[F:18])(=[O:10])=[O:9])=[CH:4][CH:3]=1.Cl. Product: [ClH:1].[Cl:1][C:2]1[CH:7]=[CH:6][C:5]([S:8]([N:11]([CH2:19][C:20]2[CH:21]=[CH:22][C:23]([C:24]([NH:26][CH2:27][CH2:28][N:29]([CH3:30])[CH3:31])=[O:25])=[CH:32][CH:33]=2)[CH:12]2[CH2:17][CH2:16][CH2:15][CH2:14][CH:13]2[F:18])(=[O:10])=[O:9])=[CH:4][CH:3]=1. The catalyst class is: 12. (8) Reactant: Cl.[NH2:2][NH2:3].C(N(CC)CC)C.[OH:11][C:12]1[CH2:17][CH:16]([CH3:18])[CH2:15][C:14](=O)[C:13]=1[CH2:20][C:21](=O)[C:22]1[CH:27]=[CH:26][CH:25]=[C:24]([C:28]([F:31])([F:30])[F:29])[CH:23]=1. Product: [CH3:18][CH:16]1[CH2:15][C:14]2[NH:3][N:2]=[C:21]([C:22]3[CH:27]=[CH:26][CH:25]=[C:24]([C:28]([F:31])([F:30])[F:29])[CH:23]=3)[CH2:20][C:13]=2[C:12](=[O:11])[CH2:17]1. The catalyst class is: 8. (9) Reactant: [CH2:1](O)[CH2:2][O:3][CH2:4][CH2:5][O:6][CH2:7][CH2:8][O:9][CH2:10][CH2:11][O:12][CH2:13][C:14]#[CH:15].C(O)C.CO.[NH3:22]. Product: [CH2:1]([NH2:22])[CH2:2][O:3][CH2:4][CH2:5][O:6][CH2:7][CH2:8][O:9][CH2:10][CH2:11][O:12][CH2:13][C:14]#[CH:15]. The catalyst class is: 4.